From a dataset of CYP2C9 inhibition data for predicting drug metabolism from PubChem BioAssay. Regression/Classification. Given a drug SMILES string, predict its absorption, distribution, metabolism, or excretion properties. Task type varies by dataset: regression for continuous measurements (e.g., permeability, clearance, half-life) or binary classification for categorical outcomes (e.g., BBB penetration, CYP inhibition). Dataset: cyp2c9_veith. The drug is CCCC(=O)Nc1nc(C(=O)OCC)cs1. The result is 0 (non-inhibitor).